Dataset: Reaction yield outcomes from USPTO patents with 853,638 reactions. Task: Predict the reaction yield, written as a fraction of the theoretical maximum amount of product (1.0 means a 100% yield; for example, 0.34 means a 34% yield). (1) The reactants are [CH3:1][C:2]1[CH:3]=[C:4]([C:8](=[O:17])[CH2:9][C:10]2[CH:15]=[CH:14][N:13]=[C:12]([CH3:16])[CH:11]=2)[CH:5]=[CH:6][CH:7]=1.[Br:18]Br. The catalyst is C(O)(=O)C. The product is [BrH:18].[Br:18][CH:9]([C:10]1[CH:15]=[CH:14][N:13]=[C:12]([CH3:16])[CH:11]=1)[C:8]([C:4]1[CH:5]=[CH:6][CH:7]=[C:2]([CH3:1])[CH:3]=1)=[O:17]. The yield is 0.660. (2) The reactants are [Cl:1][C:2]1[CH:3]=[C:4]2[C:9](=[CH:10][C:11]=1F)[O:8][CH:7]([C:13]([F:16])([F:15])[F:14])[C:6]([C:17]([O:19][CH2:20][CH3:21])=[O:18])=[CH:5]2.[CH3:22][CH:23]1[CH2:28][CH:27]([CH3:29])[CH2:26][NH:25][CH2:24]1.C([O-])([O-])=O.[K+].[K+]. The catalyst is CN(C=O)C. The product is [Cl:1][C:2]1[CH:3]=[C:4]2[C:9](=[CH:10][C:11]=1[N:25]1[CH2:26][CH:27]([CH3:29])[CH2:28][CH:23]([CH3:22])[CH2:24]1)[O:8][CH:7]([C:13]([F:16])([F:15])[F:14])[C:6]([C:17]([O:19][CH2:20][CH3:21])=[O:18])=[CH:5]2. The yield is 0.930.